From a dataset of CYP2C9 inhibition data for predicting drug metabolism from PubChem BioAssay. Regression/Classification. Given a drug SMILES string, predict its absorption, distribution, metabolism, or excretion properties. Task type varies by dataset: regression for continuous measurements (e.g., permeability, clearance, half-life) or binary classification for categorical outcomes (e.g., BBB penetration, CYP inhibition). Dataset: cyp2c9_veith. (1) The molecule is CCN1C[C@]2(COC)[C@@H](O)C[C@@H](OC)[C@]34[C@H]5C[C@]6(O)[C@@H](OC)[C@@H](O)[C@](OC(C)=O)([C@H]5[C@@H]6OC(=O)c5ccccc5)[C@@H]([C@H](OC)[C@H]23)[C@@H]14. The result is 0 (non-inhibitor). (2) The molecule is CCCN=Cc1c(CCC)[nH]n(-c2nc3ccccc3s2)c1=O. The result is 1 (inhibitor). (3) The compound is Cc1c(NC(=O)CN2C(=O)C3C4C=CC(C4)C3C2=O)c(=O)n(-c2ccccc2)n1C. The result is 0 (non-inhibitor). (4) The compound is COCC(=O)N/N=C/c1ccc(Sc2nc3ccccc3s2)o1. The result is 0 (non-inhibitor). (5) The molecule is O=C(CSc1nc2ccccc2[nH]1)Nc1c(F)cccc1F. The result is 1 (inhibitor). (6) The molecule is O=C(CSc1nnc(COc2ccccc2)n1-c1ccccc1)c1ccccc1. The result is 1 (inhibitor). (7) The molecule is C[C@@H](C(=O)NCc1nc2ccccc2[nH]1)[C@@H]1C[C@@]1(C)[C@@H](NC(=O)OCc1ccccc1)c1ccccc1. The result is 1 (inhibitor). (8) The compound is COc1cccc(-c2nc(NCCN3CCOCC3)c3ccccc3n2)c1. The result is 0 (non-inhibitor). (9) The molecule is Cc1cc(C)n(-c2nc3c(c(=O)[nH]c(=O)n3C)n2C(C)C)n1. The result is 0 (non-inhibitor). (10) The drug is COc1ccc2c3c1O[C@H]1C[C@H](O)C=C[C@@]31CCN(C)C2. The result is 1 (inhibitor).